This data is from Reaction yield outcomes from USPTO patents with 853,638 reactions. The task is: Predict the reaction yield, written as a fraction of the theoretical maximum amount of product (1.0 means a 100% yield; for example, 0.34 means a 34% yield). The product is [Br:1][C:2]1[C:3]([F:12])=[C:4]2[C:10]([NH:11][C:17]([CH:13]3[CH2:16][CH2:15][CH2:14]3)=[O:18])=[CH:9][NH:8][C:5]2=[N:6][CH:7]=1. The reactants are [Br:1][C:2]1[C:3]([F:12])=[C:4]2[C:10]([NH2:11])=[CH:9][NH:8][C:5]2=[N:6][CH:7]=1.[CH:13]1([C:17](O)=[O:18])[CH2:16][CH2:15][CH2:14]1.C(N(CC)CC)C.C1N(P(Cl)(N2C(=O)OCC2)=O)C(=O)OC1.O[Li].O. The yield is 0.710. The catalyst is C(Cl)Cl.O.